From a dataset of Forward reaction prediction with 1.9M reactions from USPTO patents (1976-2016). Predict the product of the given reaction. (1) Given the reactants [OH:1][C:2]1[CH:7]=[CH:6][C:5]([C:8]([C:11]2[CH:16]=[CH:15][C:14](O)=[C:13]([Br:18])[CH:12]=2)([CH3:10])[CH3:9])=[CH:4][C:3]=1[Br:19].[C:20](=[O:23])([O-])[O-].[K+].[K+].[CH3:26]I, predict the reaction product. The product is: [CH3:26][O:1][C:2]1[CH:7]=[CH:6][C:5]([C:8]([C:11]2[CH:16]=[CH:15][C:14]([O:23][CH3:20])=[C:13]([Br:18])[CH:12]=2)([CH3:10])[CH3:9])=[CH:4][C:3]=1[Br:19]. (2) Given the reactants C(N(CC)CC)C.C([O:11][C@@H:12]1[O:29][C@H:28]([CH2:30][O:31][C:32]2[CH:37]=[CH:36][CH:35]=[C:34]([Br:38])[CH:33]=2)[C@@H:23]([O:24]C(=O)C)[C@H:18]([O:19]C(=O)C)[C@H:13]1[O:14]C(=O)C)(=O)C.CO.O, predict the reaction product. The product is: [Br:38][C:34]1[CH:33]=[C:32]([O:31][CH2:30][C@H:28]2[O:29][C@@H:12]([OH:11])[C@H:13]([OH:14])[C@@H:18]([OH:19])[C@@H:23]2[OH:24])[CH:37]=[CH:36][CH:35]=1.